Dataset: Forward reaction prediction with 1.9M reactions from USPTO patents (1976-2016). Task: Predict the product of the given reaction. (1) Given the reactants [F:1][C:2]1[CH:7]=[C:6]([S:8]([CH3:11])(=[O:10])=[O:9])[C:5]([F:12])=[CH:4][C:3]=1[NH:13][C@H:14]1[CH2:19][CH2:18][CH2:17][N:16]([CH:20]2[CH2:25][CH2:24][N:23](C(OC(C)(C)C)=O)[CH2:22][CH2:21]2)[C:15]1=[O:33].[ClH:34].O1CCOCC1, predict the reaction product. The product is: [ClH:34].[F:1][C:2]1[CH:7]=[C:6]([S:8]([CH3:11])(=[O:10])=[O:9])[C:5]([F:12])=[CH:4][C:3]=1[NH:13][C@H:14]1[CH2:19][CH2:18][CH2:17][N:16]([CH:20]2[CH2:21][CH2:22][NH:23][CH2:24][CH2:25]2)[C:15]1=[O:33]. (2) Given the reactants [OH:1][CH2:2][C:3]([CH3:8])([CH3:7])[C:4]([OH:6])=[O:5].[CH2:9](Br)[C:10]1[CH:15]=[CH:14][CH:13]=[CH:12][CH:11]=1.C([O-])([O-])=O.[Cs+].[Cs+], predict the reaction product. The product is: [OH:1][CH2:2][C:3]([CH3:8])([CH3:7])[C:4]([O:6][CH2:9][C:10]1[CH:15]=[CH:14][CH:13]=[CH:12][CH:11]=1)=[O:5]. (3) Given the reactants [CH2:1]([O:3][C:4](=[O:29])[CH2:5][CH2:6][C@H:7]([NH:21]C(OC(C)(C)C)=O)[CH2:8][C:9]1[CH:14]=[CH:13][C:12]([C:15]2[CH:20]=[CH:19][CH:18]=[CH:17][CH:16]=2)=[CH:11][CH:10]=1)[CH3:2].S(Cl)([Cl:32])=O, predict the reaction product. The product is: [ClH:32].[CH2:1]([O:3][C:4](=[O:29])[CH2:5][CH2:6][C@H:7]([NH2:21])[CH2:8][C:9]1[CH:10]=[CH:11][C:12]([C:15]2[CH:20]=[CH:19][CH:18]=[CH:17][CH:16]=2)=[CH:13][CH:14]=1)[CH3:2]. (4) The product is: [CH2:29]([N:28]([CH3:27])[CH2:2][CH2:3][CH2:4][CH2:5][CH2:6][CH2:7][CH2:8][CH2:9][O:10][C:11]1[CH:16]=[CH:15][C:14]([C:17]([C:19]2[CH:24]=[CH:23][C:22]([Cl:25])=[CH:21][CH:20]=2)=[O:18])=[C:13]([OH:26])[CH:12]=1)[CH:30]=[CH2:31]. Given the reactants Br[CH2:2][CH2:3][CH2:4][CH2:5][CH2:6][CH2:7][CH2:8][CH2:9][O:10][C:11]1[CH:16]=[CH:15][C:14]([C:17]([C:19]2[CH:24]=[CH:23][C:22]([Cl:25])=[CH:21][CH:20]=2)=[O:18])=[C:13]([OH:26])[CH:12]=1.[CH3:27][NH:28][CH2:29][CH:30]=[CH2:31].C([O-])(O)=O.[Na+], predict the reaction product. (5) Given the reactants Br[CH2:2][C:3]1[CH:8]=[CH:7][C:6]([S:9]([NH2:12])(=[O:11])=[O:10])=[CH:5][CH:4]=1.BrCC1C=CC(S(Cl)(=O)=O)=CC=1.N.[N-:26]=[N+:27]=[N-:28].[Na+], predict the reaction product. The product is: [N:26]([CH2:2][C:3]1[CH:8]=[CH:7][C:6]([S:9]([NH2:12])(=[O:11])=[O:10])=[CH:5][CH:4]=1)=[N+:27]=[N-:28]. (6) The product is: [NH2:34][C:32]1[N:33]=[C:28]([CH3:27])[C:29]([C:2]2[N:11]=[C:10]([NH:12][CH2:13][CH:14]([C:21]3[CH:26]=[CH:25][CH:24]=[CH:23][CH:22]=3)[C:15]3[CH:20]=[CH:19][CH:18]=[CH:17][CH:16]=3)[C:9]3[C:4](=[CH:5][CH:6]=[CH:7][CH:8]=3)[N:3]=2)=[CH:30][CH:31]=1. Given the reactants Cl[C:2]1[N:11]=[C:10]([NH:12][CH2:13][CH:14]([C:21]2[CH:26]=[CH:25][CH:24]=[CH:23][CH:22]=2)[C:15]2[CH:20]=[CH:19][CH:18]=[CH:17][CH:16]=2)[C:9]2[C:4](=[CH:5][CH:6]=[CH:7][CH:8]=2)[N:3]=1.[CH3:27][C:28]1[N:33]=[C:32]([NH2:34])[CH:31]=[CH:30][C:29]=1B1OC(C)(C)C(C)(C)O1.C(NC1C2C(=CC=CC=2)N=C(C2SC3C=CC=CC=3C=2)N=1)(C1C=CC=CC=1)C1C=CC=CC=1, predict the reaction product.